Dataset: Full USPTO retrosynthesis dataset with 1.9M reactions from patents (1976-2016). Task: Predict the reactants needed to synthesize the given product. Given the product [CH3:25][C:2]([C:3]([NH:5][C:6]1[CH:7]=[N:8][C:9]([O:12][C:13]2[C:14]3[CH:15]4[CH2:23][C:16]4([CH3:24])[CH2:17][O:18][C:19]=3[CH:20]=[CH:21][CH:22]=2)=[CH:10][CH:11]=1)=[O:4])([CH3:1])[NH2:26], predict the reactants needed to synthesize it. The reactants are: [CH3:1][C:2]([NH:26]C(=O)OC(C)(C)C)([CH3:25])[C:3]([NH:5][C:6]1[CH:7]=[N:8][C:9]([O:12][C:13]2[C:14]3[CH:15]4[CH2:23][C:16]4([CH3:24])[CH2:17][O:18][C:19]=3[CH:20]=[CH:21][CH:22]=2)=[CH:10][CH:11]=1)=[O:4].C(O)(C(F)(F)F)=O.